This data is from Catalyst prediction with 721,799 reactions and 888 catalyst types from USPTO. The task is: Predict which catalyst facilitates the given reaction. (1) Reactant: Cl.[NH2:2][CH:3]([C:9](=[O:13])[CH:10]([CH3:12])[CH3:11])[C:4]([O:6][CH2:7][CH3:8])=[O:5].[CH3:14][C:15]1[CH:23]=[CH:22][C:18]([C:19](Cl)=[O:20])=[CH:17][CH:16]=1.C(N(CC)CC)C. Product: [CH3:11][CH:10]([CH3:12])[C:9](=[O:13])[CH:3]([NH:2][C:19](=[O:20])[C:18]1[CH:22]=[CH:23][C:15]([CH3:14])=[CH:16][CH:17]=1)[C:4]([O:6][CH2:7][CH3:8])=[O:5]. The catalyst class is: 4. (2) Reactant: [Br:1][C:2]1[CH:7]=[CH:6][CH:5]=[CH:4][C:3]=1[S:8](Cl)(=[O:10])=[O:9].[CH3:12][NH2:13].O. Product: [Br:1][C:2]1[CH:7]=[CH:6][CH:5]=[CH:4][C:3]=1[S:8]([NH:13][CH3:12])(=[O:10])=[O:9]. The catalyst class is: 7. (3) Reactant: [CH3:1][O:2][CH2:3][CH2:4][O:5][C:6]1[CH:14]=[C:13]2[C:9]([CH:10]=[CH:11][NH:12]2)=[CH:8][C:7]=1[OH:15].Cl[C:17]1[CH:22]=[CH:21][N:20]=[C:19]([NH:23][C:24](=[O:26])[CH3:25])[CH:18]=1.CC(C)([O-])C.[K+].O. Product: [CH3:1][O:2][CH2:3][CH2:4][O:5][C:6]1[CH:14]=[C:13]2[C:9]([CH:10]=[CH:11][NH:12]2)=[CH:8][C:7]=1[O:15][C:17]1[CH:22]=[CH:21][N:20]=[C:19]([NH:23][C:24](=[O:26])[CH3:25])[CH:18]=1. The catalyst class is: 148. (4) Reactant: I[C:2]1[NH:6][C:5]([CH3:7])=[N:4][CH:3]=1.C(N(CC)CC)C.[Cl:15][C:16]1[CH:17]=[C:18]([C:22]#[CH:23])[CH:19]=[CH:20][CH:21]=1. The catalyst class is: 538. Product: [Cl:15][C:16]1[CH:17]=[C:18]([C:22]#[C:23][C:2]2[N:6]=[C:5]([CH3:7])[NH:4][CH:3]=2)[CH:19]=[CH:20][CH:21]=1. (5) Reactant: [Cl:1][C:2]1[N:7]=[C:6]([NH:8][CH:9]2[CH2:15][CH2:14][CH2:13][CH2:12][CH2:11][CH2:10]2)[C:5]([C:16]#[C:17][CH2:18][OH:19])=[CH:4][N:3]=1.CCCC[N+](CCCC)(CCCC)CCCC.[F-]. Product: [Cl:1][C:2]1[N:3]=[CH:4][C:5]2[CH:16]=[C:17]([CH2:18][OH:19])[N:8]([CH:9]3[CH2:15][CH2:14][CH2:13][CH2:12][CH2:11][CH2:10]3)[C:6]=2[N:7]=1. The catalyst class is: 1. (6) Reactant: [OH:1][CH:2]([C:19]1[CH:24]=[CH:23][CH:22]=[CH:21][N:20]=1)[C:3]1[CH:4]=[C:5]([C:16](O)=[O:17])[CH:6]=[C:7]([C:9]2[CH:14]=[CH:13][C:12]([CH3:15])=[CH:11][CH:10]=2)[CH:8]=1.Cl.Cl.[CH3:27][C:28]1[N:33]=[CH:32][C:31]([C@H:34]([NH2:36])[CH3:35])=[CH:30][CH:29]=1.C(N(CC)C(C)C)(C)C. Product: [OH:1][CH:2]([C:19]1[CH:24]=[CH:23][CH:22]=[CH:21][N:20]=1)[C:3]1[CH:4]=[C:5]([C:16]([NH:36][C@@H:34]([C:31]2[CH:32]=[N:33][C:28]([CH3:27])=[CH:29][CH:30]=2)[CH3:35])=[O:17])[CH:6]=[C:7]([C:9]2[CH:14]=[CH:13][C:12]([CH3:15])=[CH:11][CH:10]=2)[CH:8]=1. The catalyst class is: 9. (7) Reactant: [C:1]([N:8]1[CH2:13][CH:12]=[C:11](B2OC(C)(C)C(C)(C)O2)[CH2:10][CH2:9]1)([O:3][C:4]([CH3:7])([CH3:6])[CH3:5])=[O:2].Br[C:24]1[CH:29]=[CH:28][C:27]([N+:30]([O-:32])=[O:31])=[CH:26][C:25]=1[CH3:33].C([O-])([O-])=O.[Na+].[Na+]. Product: [CH3:33][C:25]1[CH:26]=[C:27]([N+:30]([O-:32])=[O:31])[CH:28]=[CH:29][C:24]=1[C:11]1[CH2:10][CH2:9][N:8]([C:1]([O:3][C:4]([CH3:5])([CH3:6])[CH3:7])=[O:2])[CH2:13][CH:12]=1. The catalyst class is: 184. (8) Reactant: [CH:1]1[C:13]2[CH:12]([CH2:14][O:15][C:16]([N:18]([CH3:50])[C@H:19]([C:23]([NH:25][C@H:26]([C:30]([N:32]([C@@H:34]([C@@H:46]([CH3:49])[CH2:47][CH3:48])[C@H:35]([O:44][CH3:45])[CH2:36][C:37]([O:39]C(C)(C)C)=[O:38])[CH3:33])=[O:31])[CH:27]([CH3:29])[CH3:28])=[O:24])[CH:20]([CH3:22])[CH3:21])=[O:17])[C:11]3[C:6](=[CH:7][CH:8]=[CH:9][CH:10]=3)[C:5]=2[CH:4]=[CH:3][CH:2]=1.FC(F)(F)C(O)=O. Product: [CH:10]1[C:11]2[CH:12]([CH2:14][O:15][C:16]([N:18]([CH3:50])[C@H:19]([C:23]([NH:25][C@H:26]([C:30]([N:32]([C@@H:34]([C@@H:46]([CH3:49])[CH2:47][CH3:48])[C@H:35]([O:44][CH3:45])[CH2:36][C:37]([OH:39])=[O:38])[CH3:33])=[O:31])[CH:27]([CH3:29])[CH3:28])=[O:24])[CH:20]([CH3:22])[CH3:21])=[O:17])[C:13]3[C:5](=[CH:4][CH:3]=[CH:2][CH:1]=3)[C:6]=2[CH:7]=[CH:8][CH:9]=1. The catalyst class is: 426. (9) Reactant: [CH3:1][O:2][C:3]1[CH:4]=[C:5]2[C:10](=[CH:11][C:12]=1[O:13][CH3:14])[N:9]=[CH:8][CH:7]=[C:6]2[O:15][C:16]1[CH:25]=[C:24]2[C:19]([CH:20]=[CH:21][C:22]([NH2:26])=[CH:23]2)=[CH:18][CH:17]=1.C([O-])([O-])=O.[K+].[K+].[Cl:33][C:34]1[CH:42]=[CH:41][C:37]([C:38](Cl)=[O:39])=[CH:36][CH:35]=1. Product: [CH3:1][O:2][C:3]1[CH:4]=[C:5]2[C:10](=[CH:11][C:12]=1[O:13][CH3:14])[N:9]=[CH:8][CH:7]=[C:6]2[O:15][C:16]1[CH:25]=[C:24]2[C:19]([CH:20]=[CH:21][C:22]([NH:26][C:38](=[O:39])[C:37]3[CH:41]=[CH:42][C:34]([Cl:33])=[CH:35][CH:36]=3)=[CH:23]2)=[CH:18][CH:17]=1. The catalyst class is: 34. (10) Reactant: [F:1][C:2]1[C:11]2[O:10][CH2:9][C:8]([N+:12]([O-:14])=[O:13])=[CH:7][C:6]=2[C:5]([C:15]([NH2:17])=[O:16])=[CH:4][CH:3]=1.C(O)(C)C.[BH4-].[Na+]. Product: [F:1][C:2]1[C:11]2[O:10][CH2:9][CH:8]([N+:12]([O-:14])=[O:13])[CH2:7][C:6]=2[C:5]([C:15]([NH2:17])=[O:16])=[CH:4][CH:3]=1. The catalyst class is: 22.